From a dataset of Catalyst prediction with 721,799 reactions and 888 catalyst types from USPTO. Predict which catalyst facilitates the given reaction. (1) Reactant: C1C(=O)N([I:8])C(=O)C1.[NH2:9][C:10]1[C:15]2[C:16]([C:19]3[CH:20]=[C:21]4[C:25](=[CH:26][CH:27]=3)[N:24]([C:28]([O:30][C:31]([CH3:34])([CH3:33])[CH3:32])=[O:29])[CH2:23][CH2:22]4)=[CH:17][O:18][C:14]=2[CH:13]=[CH:12][N:11]=1.O. Product: [NH2:9][C:10]1[C:15]2[C:16]([C:19]3[CH:20]=[C:21]4[C:25](=[CH:26][CH:27]=3)[N:24]([C:28]([O:30][C:31]([CH3:34])([CH3:33])[CH3:32])=[O:29])[CH2:23][CH2:22]4)=[CH:17][O:18][C:14]=2[C:13]([I:8])=[CH:12][N:11]=1. The catalyst class is: 3. (2) The catalyst class is: 5. Product: [CH3:9][O:10][C:11](=[O:14])[CH2:12][NH:13][CH2:7][CH:1]1[CH2:2][CH2:3][CH2:4][CH2:5][CH2:6]1. Reactant: [CH:1]1([CH:7]=O)[CH2:6][CH2:5][CH2:4][CH2:3][CH2:2]1.[CH3:9][O:10][C:11](=[O:14])[CH2:12][NH2:13].CCN(CC)CC.[BH4-].[Na+].